The task is: Predict hERG channel inhibition at various concentrations.. This data is from hERG Central: cardiac toxicity at 1µM, 10µM, and general inhibition. The compound is C=CCNC(=O)c1ccc(N(C)S(=O)(=O)c2ccc(OC)cc2)cc1. Results: hERG_inhib (hERG inhibition (general)): blocker.